This data is from NCI-60 drug combinations with 297,098 pairs across 59 cell lines. The task is: Regression. Given two drug SMILES strings and cell line genomic features, predict the synergy score measuring deviation from expected non-interaction effect. (1) Drug 1: C1=NC2=C(N=C(N=C2N1C3C(C(C(O3)CO)O)F)Cl)N. Drug 2: CC(C)(C#N)C1=CC(=CC(=C1)CN2C=NC=N2)C(C)(C)C#N. Cell line: CAKI-1. Synergy scores: CSS=-3.39, Synergy_ZIP=2.93, Synergy_Bliss=3.24, Synergy_Loewe=-1.50, Synergy_HSA=-0.977. (2) Drug 1: CC12CCC(CC1=CCC3C2CCC4(C3CC=C4C5=CN=CC=C5)C)O. Drug 2: CC(C)(C#N)C1=CC(=CC(=C1)CN2C=NC=N2)C(C)(C)C#N. Cell line: HCT-15. Synergy scores: CSS=9.26, Synergy_ZIP=-1.16, Synergy_Bliss=4.45, Synergy_Loewe=2.73, Synergy_HSA=1.83. (3) Drug 1: COC1=CC(=CC(=C1O)OC)C2C3C(COC3=O)C(C4=CC5=C(C=C24)OCO5)OC6C(C(C7C(O6)COC(O7)C8=CC=CS8)O)O. Drug 2: C1=CC(=CC=C1CCCC(=O)O)N(CCCl)CCCl. Cell line: HS 578T. Synergy scores: CSS=33.2, Synergy_ZIP=-0.331, Synergy_Bliss=1.81, Synergy_Loewe=3.09, Synergy_HSA=7.28. (4) Synergy scores: CSS=10.5, Synergy_ZIP=-3.58, Synergy_Bliss=-3.90, Synergy_Loewe=-8.55, Synergy_HSA=-6.76. Cell line: HL-60(TB). Drug 1: CN1C(=O)N2C=NC(=C2N=N1)C(=O)N. Drug 2: CC1=C(C=C(C=C1)NC(=O)C2=CC=C(C=C2)CN3CCN(CC3)C)NC4=NC=CC(=N4)C5=CN=CC=C5.